From a dataset of Reaction yield outcomes from USPTO patents with 853,638 reactions. Predict the reaction yield, written as a fraction of the theoretical maximum amount of product (1.0 means a 100% yield; for example, 0.34 means a 34% yield). (1) The product is [Si:18]([O:1][C:2]1[CH:3]=[CH:4][C:5]2[O:9][C:8](=[O:10])[NH:7][C:6]=2[CH:11]=1)([C:21]([CH3:24])([CH3:23])[CH3:22])([CH3:20])[CH3:19]. The reactants are [OH:1][C:2]1[CH:3]=[CH:4][C:5]2[O:9][C:8](=[O:10])[NH:7][C:6]=2[CH:11]=1.N1C=CN=C1.Cl[Si:18]([C:21]([CH3:24])([CH3:23])[CH3:22])([CH3:20])[CH3:19]. The yield is 0.870. The catalyst is CN(C)C=O. (2) The reactants are Br[C:2]1[CH:3]=[C:4]([CH:17]=[CH:18][C:19]=1[CH:20]=[O:21])[O:5][C:6]1[CH:16]=[CH:15][C:9]([C:10]([O:12][CH2:13][CH3:14])=[O:11])=[CH:8][CH:7]=1.CC([O-])=O.[K+].[B:27]1([B:27]2[O:31][C:30]([CH3:33])([CH3:32])[C:29]([CH3:35])([CH3:34])[O:28]2)[O:31][C:30]([CH3:33])([CH3:32])[C:29]([CH3:35])([CH3:34])[O:28]1.CCCCCC.CCOC(C)=O. The catalyst is O1CCOCC1.C1C=CC(P(C2C=CC=CC=2)[C-]2C=CC=C2)=CC=1.C1C=CC(P(C2C=CC=CC=2)[C-]2C=CC=C2)=CC=1.Cl[Pd]Cl.[Fe+2]. The product is [CH:20]([C:19]1[CH:18]=[CH:17][C:4]([O:5][C:6]2[CH:16]=[CH:15][C:9]([C:10]([O:12][CH2:13][CH3:14])=[O:11])=[CH:8][CH:7]=2)=[CH:3][C:2]=1[B:27]1[O:31][C:30]([CH3:33])([CH3:32])[C:29]([CH3:35])([CH3:34])[O:28]1)=[O:21]. The yield is 1.00. (3) The reactants are F[C:2]1[CH:7]=[CH:6][C:5]([F:8])=[CH:4][C:3]=1[N+:9]([O-:11])=[O:10].[C:12]([O:22][C:23]([CH3:26])([CH3:25])[CH3:24])(=[O:21])[CH2:13][C:14]([O:16][C:17]([CH3:20])([CH3:19])[CH3:18])=[O:15]. No catalyst specified. The product is [F:8][C:5]1[CH:6]=[CH:7][C:2]([CH:13]([C:14]([O:16][C:17]([CH3:20])([CH3:19])[CH3:18])=[O:15])[C:12]([O:22][C:23]([CH3:26])([CH3:24])[CH3:25])=[O:21])=[C:3]([N+:9]([O-:11])=[O:10])[CH:4]=1. The yield is 0.518. (4) The reactants are [CH:1]([CH:3]([CH:9]=O)[C:4]([O:6][CH2:7][CH3:8])=[O:5])=O.[CH3:11][O:12][CH2:13][C:14]1[CH:15]=[C:16]([NH2:19])[NH:17][N:18]=1. The catalyst is C(O)C. The product is [CH3:11][O:12][CH2:13][C:14]1[CH:15]=[C:16]2[N:19]=[CH:9][C:3]([C:4]([O:6][CH2:7][CH3:8])=[O:5])=[CH:1][N:17]2[N:18]=1. The yield is 0.690. (5) The catalyst is ClCCl. The yield is 0.770. The reactants are II.FC(F)(F)C(OC1C(OC(=O)C(F)(F)F)=C([I:14])C=CC=1)=O.O=C([C@H](CC1C=C(O)C(O)=CC=1)N)O.[CH2:38]([O:40][C:41](=[O:74])[C@H:42]([CH2:51][C:52]1[CH:57]=[CH:56][C:55]([O:58][C:59]([O:61][C:62]([CH3:65])([CH3:64])[CH3:63])=[O:60])=[C:54]([O:66][C:67]([O:69][C:70]([CH3:73])([CH3:72])[CH3:71])=[O:68])[CH:53]=1)[NH:43][C:44]([O:46][C:47]([CH3:50])([CH3:49])[CH3:48])=[O:45])[CH3:39]. The product is [CH2:38]([O:40][C:41](=[O:74])[C@H:42]([CH2:51][C:52]1[C:57]([I:14])=[CH:56][C:55]([O:58][C:59]([O:61][C:62]([CH3:63])([CH3:64])[CH3:65])=[O:60])=[C:54]([O:66][C:67]([O:69][C:70]([CH3:73])([CH3:72])[CH3:71])=[O:68])[CH:53]=1)[NH:43][C:44]([O:46][C:47]([CH3:48])([CH3:49])[CH3:50])=[O:45])[CH3:39]. (6) The reactants are Cl[C:2]1[N:6]2[CH:7]=[C:8]([F:11])[CH:9]=[CH:10][C:5]2=[N:4][N:3]=1.[OH:12][C@@H:13]1[CH2:17][CH2:16][NH:15][CH2:14]1.N. The catalyst is CN1C(=O)CCC1.CO.C(Cl)Cl. The product is [F:11][C:8]1[CH:9]=[CH:10][C:5]2[N:6]([C:2]([N:15]3[CH2:16][CH2:17][C@@H:13]([OH:12])[CH2:14]3)=[N:3][N:4]=2)[CH:7]=1. The yield is 0.440. (7) The reactants are [CH3:1][C@@H:2]1[CH2:8][C:7]2[CH:9]=[C:10]3[O:15][CH2:14][O:13][C:11]3=[CH:12][C:6]=2[C:5]([C:16]2[CH:21]=[CH:20][C:19]([N+:22]([O-:24])=[O:23])=[C:18]([CH3:25])[CH:17]=2)=[N:4][N:3]1[C:26](=[S:29])[NH:27][NH2:28].[CH:30](OCC)(OCC)OCC.Cl. No catalyst specified. The product is [CH3:1][C@@H:2]1[CH2:8][C:7]2[CH:9]=[C:10]3[O:15][CH2:14][O:13][C:11]3=[CH:12][C:6]=2[C:5]([C:16]2[CH:21]=[CH:20][C:19]([N+:22]([O-:24])=[O:23])=[C:18]([CH3:25])[CH:17]=2)=[N:4][N:3]1[C:26]1[S:29][CH:30]=[N:28][N:27]=1. The yield is 0.920.